Dataset: Forward reaction prediction with 1.9M reactions from USPTO patents (1976-2016). Task: Predict the product of the given reaction. (1) Given the reactants [H-].[Na+].[CH3:3][O:4][C:5]([C:7]1[CH:8]=[C:9]2[C:13](=[CH:14][CH:15]=1)[N:12]([C:16]([O:18][C:19]([CH3:22])([CH3:21])[CH3:20])=[O:17])[CH:11]=[C:10]2[CH2:23][C:24]#[N:25])=[O:6].Br[CH2:27][CH2:28][CH2:29]Br, predict the reaction product. The product is: [CH3:3][O:4][C:5]([C:7]1[CH:8]=[C:9]2[C:13](=[CH:14][CH:15]=1)[N:12]([C:16]([O:18][C:19]([CH3:21])([CH3:20])[CH3:22])=[O:17])[CH:11]=[C:10]2[C:23]1([C:24]#[N:25])[CH2:29][CH2:28][CH2:27]1)=[O:6]. (2) Given the reactants [CH3:1][C:2]1([CH3:27])[O:6][C@@H:5]([CH2:7][O:8][C:9]2[CH:14]=[C:13]([CH3:15])[C:12]([C:16]3[CH:21]=[CH:20][CH:19]=[C:18]([C:22](O)=[O:23])[C:17]=3[CH3:25])=[C:11]([CH3:26])[CH:10]=2)[CH2:4][O:3]1.N1(O)C2C=CC=CC=2N=N1.Cl.[CH3:39][O:40][NH:41][CH3:42].Cl.CN(C)CCCN=C=NCC, predict the reaction product. The product is: [CH3:1][C:2]1([CH3:27])[O:6][C@@H:5]([CH2:7][O:8][C:9]2[CH:14]=[C:13]([CH3:15])[C:12]([C:16]3[CH:21]=[CH:20][CH:19]=[C:18]([C:22]([N:41]([O:40][CH3:39])[CH3:42])=[O:23])[C:17]=3[CH3:25])=[C:11]([CH3:26])[CH:10]=2)[CH2:4][O:3]1.